From a dataset of hERG potassium channel inhibition data for cardiac toxicity prediction from Karim et al.. Regression/Classification. Given a drug SMILES string, predict its toxicity properties. Task type varies by dataset: regression for continuous values (e.g., LD50, hERG inhibition percentage) or binary classification for toxic/non-toxic outcomes (e.g., AMES mutagenicity, cardiotoxicity, hepatotoxicity). Dataset: herg_karim. (1) The compound is CCCCC1CN(CC2CCOCC2)C(=O)OC12CCN(C1(C)CCN(C(=O)c3c(C)ncnc3C)CC1)CC2. The result is 0 (non-blocker). (2) The compound is Cn1c(SCCCN2CC[C@]3(C[C@@H]3c3ccc(C(F)(F)F)cc3)C2)nnc1C1CCOCC1. The result is 1 (blocker). (3) The drug is CCN(CC)C(=O)c1ccc([C@H](c2cccc(NC(=O)OC)c2)N2CCN(Cc3cncs3)CC2)cc1. The result is 0 (non-blocker). (4) The drug is Cc1nc2ccccc2n1C1C[C@H]2CC[C@H](C1)N2CCC1(c2cccc(F)c2)CCN(C(=O)c2cc(NS(C)(=O)=O)c(F)cc2F)CC1. The result is 0 (non-blocker).